Binary Classification. Given a drug SMILES string, predict its activity (active/inactive) in a high-throughput screening assay against a specified biological target. From a dataset of Cav3 T-type calcium channel HTS with 100,875 compounds. (1) The drug is s1c(c(c(c1NC(=O)Cc1ccc(OC)cc1)C#N)C)C(=O)N(CC)CC. The result is 0 (inactive). (2) The compound is S(c1n(c(nn1)COc1cc(OC)ccc1)C)C. The result is 0 (inactive). (3) The compound is S(CCC)c1n(CC=C)c(O)cc(=O)n1. The result is 0 (inactive).